Dataset: Full USPTO retrosynthesis dataset with 1.9M reactions from patents (1976-2016). Task: Predict the reactants needed to synthesize the given product. (1) Given the product [Cl:1][C:2]1[CH:3]=[CH:4][C:5]([O:34][CH:35]([F:37])[F:36])=[C:6]([C:8]2[C:9]([NH:21][C:22]([C:24]3[CH:25]=[N:26][N:27]4[CH:32]=[CH:31][C:30]([NH2:33])=[N:29][C:28]=34)=[O:23])=[CH:10][NH:11][N:12]=2)[CH:7]=1, predict the reactants needed to synthesize it. The reactants are: [Cl:1][C:2]1[CH:3]=[CH:4][C:5]([O:34][CH:35]([F:37])[F:36])=[C:6]([C:8]2[N:12](COCC[Si](C)(C)C)[N:11]=[CH:10][C:9]=2[NH:21][C:22]([C:24]2[CH:25]=[N:26][N:27]3[CH:32]=[CH:31][C:30]([NH2:33])=[N:29][C:28]=23)=[O:23])[CH:7]=1.Cl. (2) Given the product [Br:1][C:2]1[CH:3]=[CH:4][C:5]([C:8]2[O:9][CH:27]=[N:26][CH:25]=2)=[N:6][CH:7]=1, predict the reactants needed to synthesize it. The reactants are: [Br:1][C:2]1[CH:3]=[CH:4][C:5]([CH:8]=[O:9])=[N:6][CH:7]=1.C(=O)([O-])[O-].[K+].[K+].C1(C)C(S([CH2:25][N+:26]#[C-:27])(=O)=O)=CC=CC=1. (3) Given the product [CH3:4][O:5][C:6]1[CH:13]=[CH:12][CH:11]=[C:10]([O:14][CH3:15])[C:7]=1[CH:8]=[N:2][NH2:3], predict the reactants needed to synthesize it. The reactants are: O.[NH2:2][NH2:3].[CH3:4][O:5][C:6]1[CH:13]=[CH:12][CH:11]=[C:10]([O:14][CH3:15])[C:7]=1[CH:8]=O. (4) Given the product [Cl:1][C:2]1[CH:18]=[CH:17][C:16]([C:19]([F:22])([F:21])[F:20])=[CH:15][C:3]=1[C:4]([NH:6][C@H:7]1[CH2:12][CH2:11][C@H:10]([CH2:13][NH:23][C:24]2[CH:25]=[N:26][CH:27]=[C:28]([CH3:30])[CH:29]=2)[CH2:9][CH2:8]1)=[O:5], predict the reactants needed to synthesize it. The reactants are: [Cl:1][C:2]1[CH:18]=[CH:17][C:16]([C:19]([F:22])([F:21])[F:20])=[CH:15][C:3]=1[C:4]([NH:6][C@H:7]1[CH2:12][CH2:11][C@H:10]([CH:13]=O)[CH2:9][CH2:8]1)=[O:5].[NH2:23][C:24]1[CH:25]=[N:26][CH:27]=[C:28]([CH3:30])[CH:29]=1.C(O[BH-](OC(=O)C)OC(=O)C)(=O)C.[Na+]. (5) Given the product [Cl:1][C:2]1[CH:8]=[CH:7][C:5]([NH:6][C:20](=[O:22])[CH3:21])=[CH:4][C:3]=1[O:9][CH3:10], predict the reactants needed to synthesize it. The reactants are: [Cl:1][C:2]1[CH:8]=[CH:7][C:5]([NH2:6])=[CH:4][C:3]=1[O:9][CH3:10].CCN(C(C)C)C(C)C.[C:20](OC(=O)C)(=[O:22])[CH3:21].